From a dataset of Peptide-MHC class II binding affinity with 134,281 pairs from IEDB. Regression. Given a peptide amino acid sequence and an MHC pseudo amino acid sequence, predict their binding affinity value. This is MHC class II binding data. (1) The peptide sequence is PNITATYGDKWLDAK. The MHC is DRB1_1201 with pseudo-sequence DRB1_1201. The binding affinity (normalized) is 0.0480. (2) The peptide sequence is SQDLELNWNLNGLQAY. The MHC is DRB1_1302 with pseudo-sequence DRB1_1302. The binding affinity (normalized) is 0.662. (3) The binding affinity (normalized) is 0.498. The MHC is DRB3_0101 with pseudo-sequence DRB3_0101. The peptide sequence is TVMAPDKPSLDISLE. (4) The peptide sequence is KGELIDQLGVRDKEAGVALR. The MHC is HLA-DQA10103-DQB10603 with pseudo-sequence HLA-DQA10103-DQB10603. The binding affinity (normalized) is 0.236. (5) The peptide sequence is DPMVQIPRLVANNTR. The MHC is HLA-DPA10103-DPB10301 with pseudo-sequence HLA-DPA10103-DPB10301. The binding affinity (normalized) is 0.365. (6) The peptide sequence is AAEILRPAKRFPPALPIWAR. The MHC is DRB5_0101 with pseudo-sequence DRB5_0101. The binding affinity (normalized) is 0.636.